Task: Predict the reaction yield, written as a fraction of the theoretical maximum amount of product (1.0 means a 100% yield; for example, 0.34 means a 34% yield).. Dataset: Reaction yield outcomes from USPTO patents with 853,638 reactions (1) The reactants are [NH2:1][C:2]1[CH:7]=[CH:6][C:5]([CH:8]([CH3:12])[C:9]([O-:11])=[O:10])=[CH:4][C:3]=1[F:13].[CH3:14][S:15](Cl)(=[O:17])=[O:16].N1C=CC=[CH:21][CH:20]=1. No catalyst specified. The product is [F:13][C:3]1[CH:4]=[C:5]([CH:8]([CH3:12])[C:9]([O:11][CH2:20][CH3:21])=[O:10])[CH:6]=[CH:7][C:2]=1[NH:1][S:15]([CH3:14])(=[O:17])=[O:16]. The yield is 0.910. (2) The reactants are [NH2:1][C:2]1[N:7]=[CH:6][C:5]([N:8]2[CH2:13][CH2:12][N:11]([C:14]([O:16][C:17]([CH3:20])([CH3:19])[CH3:18])=[O:15])[CH2:10][C@@H:9]2[CH3:21])=[CH:4][CH:3]=1.Br[C:23]1[C:24](=[O:31])[N:25]([CH3:30])[CH:26]=[C:27]([Br:29])[CH:28]=1. No catalyst specified. The product is [Br:29][C:27]1[CH:28]=[C:23]([NH:1][C:2]2[N:7]=[CH:6][C:5]([N:8]3[CH2:13][CH2:12][N:11]([C:14]([O:16][C:17]([CH3:20])([CH3:19])[CH3:18])=[O:15])[CH2:10][C@@H:9]3[CH3:21])=[CH:4][CH:3]=2)[C:24](=[O:31])[N:25]([CH3:30])[CH:26]=1. The yield is 0.830. (3) The reactants are [F:1][C:2]1[CH:6]=[N:5][N:4]([CH3:7])[C:3]=1[C:8]1[CH:9]=[C:10]([NH2:16])[CH:11]=[CH:12][C:13]=1[O:14][CH3:15].[C:17]([C:20]1[CH:21]=[C:22]([N:26]=[C:27]=[O:28])[CH:23]=[CH:24][CH:25]=1)(=[O:19])[CH3:18]. No catalyst specified. The product is [C:17]([C:20]1[CH:21]=[C:22]([NH:26][C:27]([NH:16][C:10]2[CH:11]=[CH:12][C:13]([O:14][CH3:15])=[C:8]([C:3]3[N:4]([CH3:7])[N:5]=[CH:6][C:2]=3[F:1])[CH:9]=2)=[O:28])[CH:23]=[CH:24][CH:25]=1)(=[O:19])[CH3:18]. The yield is 0.530.